Dataset: Full USPTO retrosynthesis dataset with 1.9M reactions from patents (1976-2016). Task: Predict the reactants needed to synthesize the given product. (1) Given the product [Cl:6][C:7]1[CH:8]=[C:9]([NH:25][C:26](=[O:30])[C:27]([OH:29])=[O:28])[CH:10]=[C:11]([Cl:24])[C:12]=1[O:13][C:14]1[CH:19]=[C:18]([CH:20]([CH3:22])[CH3:21])[C:17](=[O:3])[NH:16][N:15]=1, predict the reactants needed to synthesize it. The reactants are: C([O-])(=[O:3])C.[Na+].[Cl:6][C:7]1[CH:8]=[C:9]([NH:25][C:26](=[O:30])[C:27]([OH:29])=[O:28])[CH:10]=[C:11]([Cl:24])[C:12]=1[O:13][C:14]1[N:15]=[N:16][C:17](Cl)=[C:18]([CH:20]([CH3:22])[CH3:21])[CH:19]=1. (2) Given the product [CH2:1]([N:4]([CH2:15][C@H:16]([C:17]([N:19]1[C@H:23]([CH2:24][C:25]2[CH:26]=[CH:27][CH:28]=[CH:29][CH:30]=2)[CH2:22][O:21][C:20]1=[O:31])=[O:18])[CH2:44][CH:43]=[CH2:42])[C:5](=[O:14])[O:6][CH2:7][C:8]1[CH:9]=[CH:10][CH:11]=[CH:12][CH:13]=1)[CH:2]=[CH2:3], predict the reactants needed to synthesize it. The reactants are: [CH2:1]([N:4]([CH2:15][CH2:16][C:17]([N:19]1[C@H:23]([CH2:24][C:25]2[CH:30]=[CH:29][CH:28]=[CH:27][CH:26]=2)[CH2:22][O:21][C:20]1=[O:31])=[O:18])[C:5](=[O:14])[O:6][CH2:7][C:8]1[CH:13]=[CH:12][CH:11]=[CH:10][CH:9]=1)[CH:2]=[CH2:3].C[Si]([N-][Si](C)(C)C)(C)C.[Na+].[CH2:42](Br)[CH:43]=[CH2:44].